Predict the product of the given reaction. From a dataset of Forward reaction prediction with 1.9M reactions from USPTO patents (1976-2016). (1) Given the reactants C([O:8][C:9](=O)[CH:10]([NH:29][C:30]([O:32][C:33]([CH3:36])([CH3:35])[CH3:34])=[O:31])[CH2:11][CH2:12][C:13]1[N:17]([CH2:18][CH2:19][CH2:20][CH2:21][CH3:22])[C:16]2[CH:23]=[C:24]([CH3:28])[C:25]([CH3:27])=[CH:26][C:15]=2[N:14]=1)C1C=CC=CC=1.CCN=C=NCCCN(C)C.Cl.C1C=CC2N(O)N=NC=2C=1.[C:60]([O:79][NH2:80])([C:73]1[CH:78]=[CH:77][CH:76]=[CH:75][CH:74]=1)([C:67]1[CH:72]=[CH:71][CH:70]=[CH:69][CH:68]=1)[C:61]1[CH:66]=[CH:65][CH:64]=[CH:63][CH:62]=1, predict the reaction product. The product is: [C:33]([O:32][C:30]([NH:29][C@@H:10]([CH2:11][CH2:12][C:13]1[N:17]([CH2:18][CH2:19][CH2:20][CH2:21][CH3:22])[C:16]2[CH:23]=[C:24]([CH3:28])[C:25]([CH3:27])=[CH:26][C:15]=2[N:14]=1)[C:9]([NH:80][O:79][C:60]([C:67]1[CH:72]=[CH:71][CH:70]=[CH:69][CH:68]=1)([C:73]1[CH:74]=[CH:75][CH:76]=[CH:77][CH:78]=1)[C:61]1[CH:66]=[CH:65][CH:64]=[CH:63][CH:62]=1)=[O:8])=[O:31])([CH3:36])([CH3:34])[CH3:35]. (2) Given the reactants [CH3:1][N:2]1[C:6]2[CH:7]=[CH:8][C:9]([C:11](O)=[O:12])=[CH:10][C:5]=2[N:4]=[C:3]1[NH:14][C:15]1[S:16][C:17]2[CH:23]=[C:22]([O:24][C:25]([F:28])([F:27])[F:26])[CH:21]=[CH:20][C:18]=2[N:19]=1.[O:29]=[S:30]1(=[O:36])[CH2:34][CH2:33][CH:32]([NH2:35])[CH2:31]1.CN(C(ON1N=NC2C=CC=CC1=2)=[N+](C)C)C.F[P-](F)(F)(F)(F)F.CCN(C(C)C)C(C)C, predict the reaction product. The product is: [O:29]=[S:30]1(=[O:36])[CH2:34][CH2:33][CH:32]([NH:35][C:11]([C:9]2[CH:8]=[CH:7][C:6]3[N:2]([CH3:1])[C:3]([NH:14][C:15]4[S:16][C:17]5[CH:23]=[C:22]([O:24][C:25]([F:26])([F:28])[F:27])[CH:21]=[CH:20][C:18]=5[N:19]=4)=[N:4][C:5]=3[CH:10]=2)=[O:12])[CH2:31]1. (3) Given the reactants CC(OC([N:8]1[CH2:13][CH2:12][C:11](=[C:14]([C:28]2[CH:33]=[CH:32][CH:31]=[CH:30][C:29]=2[NH2:34])[C:15]2[CH:20]=[CH:19][C:18]([C:21]([N:23]([CH2:26][CH3:27])[CH2:24][CH3:25])=[O:22])=[CH:17][CH:16]=2)[CH2:10][CH2:9]1)=O)(C)C.[C:35]1([S:41](Cl)(=[O:43])=[O:42])[CH:40]=[CH:39][CH:38]=[CH:37][CH:36]=1.C(O)(C(F)(F)F)=O, predict the reaction product. The product is: [CH2:26]([N:23]([CH2:24][CH3:25])[C:21](=[O:22])[C:18]1[CH:17]=[CH:16][C:15]([C:14]([C:28]2[CH:33]=[CH:32][CH:31]=[CH:30][C:29]=2[NH:34][S:41]([C:35]2[CH:40]=[CH:39][CH:38]=[CH:37][CH:36]=2)(=[O:43])=[O:42])=[C:11]2[CH2:10][CH2:9][NH:8][CH2:13][CH2:12]2)=[CH:20][CH:19]=1)[CH3:27]. (4) Given the reactants C[Si]([C:5]#[N:6])(C)C.[CH2:7]([C:9]1[C:21]([CH2:22]O)=[C:12]2[C:13]3[CH:19]=[C:18]([CH3:20])[O:17][C:14]=3[CH:15]=[CH:16][N:11]2[N:10]=1)[CH3:8].C(=O)([O-])O.[Na+], predict the reaction product. The product is: [CH2:7]([C:9]1[C:21]([CH2:22][C:5]#[N:6])=[C:12]2[C:13]3[CH:19]=[C:18]([CH3:20])[O:17][C:14]=3[CH:15]=[CH:16][N:11]2[N:10]=1)[CH3:8]. (5) Given the reactants [OH:1][C:2]1[CH:38]=[CH:37][C:5]2[CH2:6][CH2:7][CH2:8][CH:9]([N:11]([C:30]([O:32][C:33]([CH3:36])([CH3:35])[CH3:34])=[O:31])[CH2:12][C@H:13]([O:22][Si:23]([CH2:28][CH3:29])([CH2:26][CH3:27])[CH2:24][CH3:25])[CH2:14][O:15][C:16]3[CH:21]=[CH:20][CH:19]=[CH:18][CH:17]=3)[CH2:10][C:4]=2[CH:3]=1.[C:56]1(P([C:52]2[CH:57]=[CH:56][CH:55]=[CH:54]C=2)[C:56]2[CH:57]=[CH:52]C=[CH:54][CH:55]=2)[CH:57]=[CH:52]C=[CH:54][CH:55]=1.C1(O)CCCC1.N(C(OCC)=O)=NC(OCC)=O.C(=O)([O-])O.[Na+], predict the reaction product. The product is: [CH:54]1([O:1][C:2]2[CH:38]=[CH:37][C:5]3[CH2:6][CH2:7][CH2:8][CH:9]([N:11]([C:30]([O:32][C:33]([CH3:35])([CH3:34])[CH3:36])=[O:31])[CH2:12][C@H:13]([O:22][Si:23]([CH2:26][CH3:27])([CH2:24][CH3:25])[CH2:28][CH3:29])[CH2:14][O:15][C:16]4[CH:17]=[CH:18][CH:19]=[CH:20][CH:21]=4)[CH2:10][C:4]=3[CH:3]=2)[CH2:55][CH2:56][CH2:57][CH2:52]1. (6) The product is: [CH3:2][N:3]1[CH:7]=[C:6]([C:8]2[N:13]=[C:12]([C:14]3[CH:18]=[CH:17][N:16]([C:19]4([CH2:23][C:24]#[N:25])[CH2:22][N:21]([CH2:49][C:50]([F:53])([F:52])[F:51])[CH2:20]4)[N:15]=3)[N:11]3[CH:26]=[CH:27][N:28]=[C:10]3[CH:9]=2)[CH:5]=[N:4]1. Given the reactants Cl.[CH3:2][N:3]1[CH:7]=[C:6]([C:8]2[N:13]=[C:12]([C:14]3[CH:18]=[CH:17][N:16]([C:19]4([CH2:23][C:24]#[N:25])[CH2:22][NH:21][CH2:20]4)[N:15]=3)[N:11]3[CH:26]=[CH:27][N:28]=[C:10]3[CH:9]=2)[CH:5]=[N:4]1.CN(C=O)C.C(N(C(C)C)CC)(C)C.FC(F)(F)S(O[CH2:49][C:50]([F:53])([F:52])[F:51])(=O)=O, predict the reaction product.